From a dataset of Catalyst prediction with 721,799 reactions and 888 catalyst types from USPTO. Predict which catalyst facilitates the given reaction. (1) Reactant: [N+:1]([C:4]1[CH:12]=[C:11]([C:13]([OH:15])=[O:14])[CH:10]=[CH:9][C:5]=1[C:6]([OH:8])=[O:7])([O-:3])=[O:2].[C:16](Cl)(=O)[C:17](Cl)=O.[CH3:22]N(C=O)C.CN1CCOCC1. Product: [CH2:22]([O:14][C:13]([C:11]1[CH:10]=[CH:9][C:5]([C:6]([OH:8])=[O:7])=[C:4]([N+:1]([O-:3])=[O:2])[CH:12]=1)=[O:15])[CH:16]=[CH2:17]. The catalyst class is: 168. (2) Reactant: Br[C:2]1[C:3]2[O:12][C:11]([C:13]3[CH:18]=[CH:17][C:16]([C:19]4([NH:23][C:24](=[O:30])[O:25][C:26]([CH3:29])([CH3:28])[CH3:27])[CH2:22][CH2:21][CH2:20]4)=[CH:15][CH:14]=3)=[C:10]([C:31]3[CH:36]=[CH:35][CH:34]=[CH:33][CH:32]=3)[C:4]=2[C:5](=[O:9])[N:6]([CH3:8])[CH:7]=1.[CH3:37][N:38]1[CH:42]=[C:41](B2OC(C)(C)C(C)(C)O2)[CH:40]=[N:39]1.P([O-])([O-])([O-])=O.[K+].[K+].[K+]. Product: [CH3:8][N:6]1[CH:7]=[C:2]([C:41]2[CH:40]=[N:39][N:38]([CH3:37])[CH:42]=2)[C:3]2[O:12][C:11]([C:13]3[CH:14]=[CH:15][C:16]([C:19]4([NH:23][C:24](=[O:30])[O:25][C:26]([CH3:27])([CH3:28])[CH3:29])[CH2:20][CH2:21][CH2:22]4)=[CH:17][CH:18]=3)=[C:10]([C:31]3[CH:32]=[CH:33][CH:34]=[CH:35][CH:36]=3)[C:4]=2[C:5]1=[O:9]. The catalyst class is: 339. (3) Reactant: [Br:1][C:2]1[CH:3]=[C:4]([C:8]([F:35])([F:34])[C:9](=[O:33])/[CH:10]=[CH:11]/[C@H:12]2[CH2:17][CH2:16][O:15][C:14](=[O:18])[N:13]2[CH2:19][CH2:20][C:21]2[CH:32]=[CH:31][C:24]([C:25]([O:27][CH:28]([CH3:30])[CH3:29])=[O:26])=[CH:23][CH:22]=2)[CH:5]=[CH:6][CH:7]=1.C(O)=O.C(N(CC)CC)C. Product: [Br:1][C:2]1[CH:3]=[C:4]([C:8]([F:34])([F:35])[C@H:9]([OH:33])/[CH:10]=[CH:11]/[C@H:12]2[CH2:17][CH2:16][O:15][C:14](=[O:18])[N:13]2[CH2:19][CH2:20][C:21]2[CH:22]=[CH:23][C:24]([C:25]([O:27][CH:28]([CH3:29])[CH3:30])=[O:26])=[CH:31][CH:32]=2)[CH:5]=[CH:6][CH:7]=1. The catalyst class is: 2.